From a dataset of Reaction yield outcomes from USPTO patents with 853,638 reactions. Predict the reaction yield, written as a fraction of the theoretical maximum amount of product (1.0 means a 100% yield; for example, 0.34 means a 34% yield). (1) The reactants are [Cl:1][C:2]1[CH:7]=[CH:6][C:5]([C:8]2[C:12]3[CH2:13][NH:14][CH2:15][CH2:16][C:11]=3[N:10]([CH2:17][CH:18]([OH:34])[CH2:19][N:20]3[CH2:25][CH2:24][N:23]([C:26]4[CH:33]=[CH:32][CH:31]=[CH:30][C:27]=4[C:28]#[N:29])[CH2:22][CH2:21]3)[N:9]=2)=[CH:4][C:3]=1[CH3:35].Cl[C:37](=[O:42])[C:38]([O:40][CH3:41])=[O:39].CO.C(Cl)Cl. The catalyst is C(Cl)Cl. The product is [CH3:41][O:40][C:38](=[O:39])[C:37]([N:14]1[CH2:15][CH2:16][C:11]2[N:10]([CH2:17][CH:18]([OH:34])[CH2:19][N:20]3[CH2:25][CH2:24][N:23]([C:26]4[CH:33]=[CH:32][CH:31]=[CH:30][C:27]=4[C:28]#[N:29])[CH2:22][CH2:21]3)[N:9]=[C:8]([C:5]3[CH:6]=[CH:7][C:2]([Cl:1])=[C:3]([CH3:35])[CH:4]=3)[C:12]=2[CH2:13]1)=[O:42]. The yield is 0.790. (2) The reactants are [O:1]1[CH2:6][CH2:5][N:4]([C@H:7]2[CH2:12][CH2:11][C@H:10]([OH:13])[CH2:9][CH2:8]2)[CH2:3][CH2:2]1.[H-].[Na+].Cl[C:17]1[C:18]2[CH:25]=[CH:24][O:23][C:19]=2[N:20]=[CH:21][N:22]=1. The catalyst is C1COCC1. The product is [O:1]1[CH2:2][CH2:3][N:4]([C@H:7]2[CH2:8][CH2:9][C@H:10]([O:13][C:17]3[C:18]4[CH:25]=[CH:24][O:23][C:19]=4[N:20]=[CH:21][N:22]=3)[CH2:11][CH2:12]2)[CH2:5][CH2:6]1. The yield is 0.520. (3) The reactants are [C:1]([O:9][C:10]1[C:11]([C:22]([O:24][CH3:25])=[O:23])=[N:12][C:13]([C:17]2[S:18][CH:19]=[CH:20][CH:21]=2)=[N:14][C:15]=1[OH:16])(=[O:8])[C:2]1[CH:7]=[CH:6][CH:5]=[CH:4][CH:3]=1.[C:26](=O)([O-])[O-].[Cs+].[Cs+].CI.Cl. The catalyst is O1CCCC1.C(OCC)(=O)C. The product is [C:1]([O:9][C:10]1[C:15](=[O:16])[N:14]([CH3:26])[C:13]([C:17]2[S:18][CH:19]=[CH:20][CH:21]=2)=[N:12][C:11]=1[C:22]([O:24][CH3:25])=[O:23])(=[O:8])[C:2]1[CH:7]=[CH:6][CH:5]=[CH:4][CH:3]=1. The yield is 0.320.